From a dataset of Catalyst prediction with 721,799 reactions and 888 catalyst types from USPTO. Predict which catalyst facilitates the given reaction. Reactant: C[O:2][CH2:3][CH2:4][C:5]1[N:9]=[C:8]([C:10]2[N:11]=[C:12]([N:22]3[CH2:27][CH2:26][N:25]4[C:28]([C:31]([F:34])([F:33])[F:32])=[N:29][N:30]=[C:24]4[CH2:23]3)[C:13]3[CH:18]=[C:17]([CH2:19][CH2:20][CH3:21])[S:16][C:14]=3[N:15]=2)[O:7][N:6]=1.ClCCl.B(Br)(Br)Br. Product: [CH2:19]([C:17]1[S:16][C:14]2[N:15]=[C:10]([C:8]3[O:7][N:6]=[C:5]([CH2:4][CH2:3][OH:2])[N:9]=3)[N:11]=[C:12]([N:22]3[CH2:27][CH2:26][N:25]4[C:28]([C:31]([F:32])([F:33])[F:34])=[N:29][N:30]=[C:24]4[CH2:23]3)[C:13]=2[CH:18]=1)[CH2:20][CH3:21]. The catalyst class is: 4.